Dataset: Catalyst prediction with 721,799 reactions and 888 catalyst types from USPTO. Task: Predict which catalyst facilitates the given reaction. (1) The catalyst class is: 2. Reactant: [N:1]1([C:7](=[O:24])[CH2:8][CH:9]([CH2:13][S:14]([CH2:17][C:18]2[CH:23]=[CH:22][CH:21]=[CH:20][CH:19]=2)(=[O:16])=[O:15])[C:10]([OH:12])=O)[CH2:6][CH2:5][O:4][CH2:3][CH2:2]1.OC(C(F)(F)F)=O.[NH2:32][CH:33]([CH2:47][CH3:48])[CH:34]([C:36]1[O:37][C:38]([C:41]2[CH:46]=[CH:45]C=CC=2)=N[N:40]=1)[OH:35].C1C=CC2N(O)N=[N:55][C:53]=2C=1.C(Cl)CCl.CN1CCOCC1. Product: [OH:35][CH:34]([C:36]1[O:37][C:38]2[C:53]([N:40]=1)=[N:55][CH:45]=[CH:46][CH:41]=2)[CH:33]([NH:32][C:10](=[O:12])[CH:9]([CH2:13][S:14]([CH2:17][C:18]1[CH:23]=[CH:22][CH:21]=[CH:20][CH:19]=1)(=[O:16])=[O:15])[CH2:8][C:7]([N:1]1[CH2:2][CH2:3][O:4][CH2:5][CH2:6]1)=[O:24])[CH2:47][CH3:48]. (2) Reactant: C(O[C:6](=[O:27])[NH:7][C:8]1[N:9]=[C:10]2[C:15]([C:16]([F:19])([F:18])[F:17])=[CH:14][C:13](C3OC=CC=3)=[CH:12][N:11]2[C:25]=1[Cl:26])(C)(C)C.[H-].[Na+].[S:30]1[CH:34]=[CH:33][CH:32]=[C:31]1C(Cl)=O.Cl.[CH2:39]1[CH2:43][O:42][CH2:41][CH2:40]1. Product: [Cl:26][C:25]1[N:11]2[CH:12]=[C:13]([C:40]3[CH:39]=[CH:43][O:42][CH:41]=3)[CH:14]=[C:15]([C:16]([F:18])([F:17])[F:19])[C:10]2=[N:9][C:8]=1[NH:7][C:6]([C:34]1[S:30][CH:31]=[CH:32][CH:33]=1)=[O:27]. The catalyst class is: 12. (3) Product: [Cl:22][C:19]1[CH:18]=[CH:17][CH:16]=[C:15]2[C:20]=1[CH2:21][C:12]([CH2:11][N:9]([CH3:10])[C@@H:4]([CH2:5][CH:6]([CH3:7])[CH3:8])[C:3]([OH:25])=[O:2])=[C:13]([CH:23]=[O:24])[O:14]2. Reactant: C[O:2][C:3](=[O:25])[C@@H:4]([N:9]([CH2:11][C:12]1[CH:13]([CH:23]=[O:24])[O:14][C:15]2[C:20]([CH:21]=1)=[C:19]([Cl:22])[CH:18]=[CH:17][CH:16]=2)[CH3:10])[CH2:5][CH:6]([CH3:8])[CH3:7].O.[OH-].[Li+]. The catalyst class is: 30. (4) Reactant: [CH3:1][O:2][C:3]([C:5]1[C:10]([NH2:11])=[N:9][C:8]([NH:12][CH2:13][CH:14]([F:16])[F:15])=[C:7]([C:17]#[C:18][Si](C)(C)C)[N:6]=1)=[O:4]. Product: [CH3:1][O:2][C:3]([C:5]1[N:6]=[C:7]2[CH2:17][CH2:18][N:12]([CH2:13][CH:14]([F:16])[F:15])[C:8]2=[N:9][C:10]=1[NH2:11])=[O:4]. The catalyst class is: 122. (5) Reactant: [N:1]1[CH:6]=[CH:5][N:4]=[CH:3][C:2]=1[NH:7][C:8](=[O:15])OCC(Cl)(Cl)Cl.[F:16][C:17]1[CH:22]=[CH:21][C:20]([C:23]2[N:24]=[C:25]([CH:28]3[CH2:33][CH2:32][NH:31][CH2:30][CH2:29]3)[S:26][CH:27]=2)=[CH:19][CH:18]=1.C(N(C(C)C)CC)(C)C.O. Product: [F:16][C:17]1[CH:22]=[CH:21][C:20]([C:23]2[N:24]=[C:25]([CH:28]3[CH2:33][CH2:32][N:31]([C:8]([NH:7][C:2]4[CH:3]=[N:4][CH:5]=[CH:6][N:1]=4)=[O:15])[CH2:30][CH2:29]3)[S:26][CH:27]=2)=[CH:19][CH:18]=1. The catalyst class is: 16. (6) Reactant: [NH2:1][CH2:2][CH2:3][N:4]1[CH2:9][CH2:8][NH:7][CH2:6][CH2:5]1.[CH:10](=O)[C:11]1[CH:16]=[CH:15][CH:14]=[CH:13][CH:12]=1. Product: [CH:10](=[N:1][CH2:2][CH2:3][N:4]1[CH2:9][CH2:8][NH:7][CH2:6][CH2:5]1)[C:11]1[CH:16]=[CH:15][CH:14]=[CH:13][CH:12]=1. The catalyst class is: 11. (7) Reactant: [OH:1][C:2]1[CH:11]=[CH:10][C:5]([C:6]([O:8][CH3:9])=[O:7])=[CH:4][CH:3]=1.C(=O)([O-])[O-].[K+].[K+].CN(C)C=O.Cl[CH2:24][C:25]1[N:26]=[C:27]([C:31]2[CH:36]=[CH:35][CH:34]=[CH:33][CH:32]=2)[O:28][C:29]=1[CH3:30]. Product: [CH3:30][C:29]1[O:28][C:27]([C:31]2[CH:32]=[CH:33][CH:34]=[CH:35][CH:36]=2)=[N:26][C:25]=1[CH2:24][O:1][C:2]1[CH:3]=[CH:4][C:5]([C:6]([O:8][CH3:9])=[O:7])=[CH:10][CH:11]=1. The catalyst class is: 6. (8) Reactant: [C:1]([C:3]1[CH:4]=[C:5]([OH:9])[CH:6]=[CH:7][CH:8]=1)#[N:2].I[CH:11]([CH3:13])[CH3:12].C(=O)([O-])[O-].[Cs+].[Cs+].C(=O)([O-])[O-]. Product: [CH:11]([O:9][C:5]1[CH:4]=[C:3]([CH:8]=[CH:7][CH:6]=1)[C:1]#[N:2])([CH3:13])[CH3:12]. The catalyst class is: 496.